This data is from Catalyst prediction with 721,799 reactions and 888 catalyst types from USPTO. The task is: Predict which catalyst facilitates the given reaction. (1) Product: [ClH:31].[ClH:31].[NH:8]1[CH2:12][CH2:11][CH:10]([N:13]2[C:22]3[C:17](=[CH:18][C:19]([NH:23][C:24]([C:26]4[S:27][CH:28]=[CH:29][CH:30]=4)=[NH:25])=[CH:20][CH:21]=3)[CH2:16][CH2:15][CH2:14]2)[CH2:9]1. The catalyst class is: 5. Reactant: C(OC([N:8]1[CH2:12][CH2:11][CH:10]([N:13]2[C:22]3[C:17](=[CH:18][C:19]([NH:23][C:24]([C:26]4[S:27][CH:28]=[CH:29][CH:30]=4)=[NH:25])=[CH:20][CH:21]=3)[CH2:16][CH2:15][CH2:14]2)[CH2:9]1)=O)(C)(C)C.[ClH:31]. (2) Reactant: C([Li])(CC)C.[CH3:6][O:7][C:8]1[CH:16]=[CH:15][CH:14]=[CH:13][C:9]=1[C:10]([OH:12])=[O:11].[CH3:17][S:18]SC. Product: [CH3:6][O:7][C:8]1[CH:16]=[CH:15][CH:14]=[C:13]([S:18][CH3:17])[C:9]=1[C:10]([OH:12])=[O:11]. The catalyst class is: 7. (3) Reactant: [Br:1][C:2]1[CH:7]=[CH:6][C:5]([OH:8])=[CH:4][C:3]=1[OH:9].N1C=CN=C1.[CH:15]([Si:18](Cl)([CH:22]([CH3:24])[CH3:23])[CH:19]([CH3:21])[CH3:20])([CH3:17])[CH3:16]. Product: [Br:1][C:2]1[CH:7]=[CH:6][C:5]([O:8][Si:18]([CH:22]([CH3:24])[CH3:23])([CH:19]([CH3:21])[CH3:20])[CH:15]([CH3:17])[CH3:16])=[CH:4][C:3]=1[OH:9]. The catalyst class is: 3. (4) Reactant: [C:1]([O:5][C:6]([NH:8][C@H:9]1[CH2:14][CH2:13][C@H:12]([NH2:15])[CH2:11][CH2:10]1)=[O:7])([CH3:4])([CH3:3])[CH3:2].C(=O)([O-])[O-].[K+].[K+].Br[CH2:23][CH2:24][CH2:25][CH2:26][CH2:27]Br. Product: [C:1]([O:5][C:6](=[O:7])[NH:8][C@H:9]1[CH2:10][CH2:11][C@H:12]([N:15]2[CH2:27][CH2:26][CH2:25][CH2:24][CH2:23]2)[CH2:13][CH2:14]1)([CH3:4])([CH3:2])[CH3:3]. The catalyst class is: 8. (5) Reactant: [Br:1][C:2]1[CH:7]=[C:6]([C:8](=O)[CH3:9])[C:5](F)=[CH:4][N:3]=1.[NH2:12][NH2:13]. Product: [Br:1][C:2]1[CH:7]=[C:6]2[C:8]([CH3:9])=[N:13][NH:12][C:5]2=[CH:4][N:3]=1. The catalyst class is: 196. (6) Reactant: [Cl:1][C:2]1[CH:7]=[CH:6][C:5]([CH:8]([C:30]2[CH:35]=[CH:34][CH:33]=[C:32]([C:36]#[N:37])[CH:31]=2)[N:9]2[CH2:12][CH:11]([CH:13]([C:18]3[CH:19]=[C:20]([CH:26]=[C:27]([F:29])[CH:28]=3)[C:21](OCC)=[O:22])[C:14]([F:17])([CH3:16])[CH3:15])[CH2:10]2)=[CH:4][CH:3]=1.[Li+].[BH4-].C(Cl)Cl.O. Product: [Cl:1][C:2]1[CH:3]=[CH:4][C:5]([CH:8]([N:9]2[CH2:10][CH:11]([CH:13]([C:18]3[CH:19]=[C:20]([CH2:21][OH:22])[CH:26]=[C:27]([F:29])[CH:28]=3)[C:14]([F:17])([CH3:16])[CH3:15])[CH2:12]2)[C:30]2[CH:31]=[C:32]([CH:33]=[CH:34][CH:35]=2)[C:36]#[N:37])=[CH:6][CH:7]=1. The catalyst class is: 1. (7) Reactant: [CH2:1]([C:3]1[C:8]([C:9]2[S:13][C:12]([C:14]3[CH:19]=[CH:18][C:17]([O:20][CH:21]([CH3:23])[CH3:22])=[C:16]([C:24]([F:27])([F:26])[F:25])[CH:15]=3)=[N:11][CH:10]=2)=[CH:7][CH:6]=[CH:5][C:4]=1[CH2:28][N:29]1[CH2:34][CH2:33][CH:32]([C:35]([O:37]CC)=[O:36])[CH2:31][CH2:30]1)[CH3:2].[OH-].[Na+]. Product: [CH2:1]([C:3]1[C:8]([C:9]2[S:13][C:12]([C:14]3[CH:19]=[CH:18][C:17]([O:20][CH:21]([CH3:23])[CH3:22])=[C:16]([C:24]([F:27])([F:25])[F:26])[CH:15]=3)=[N:11][CH:10]=2)=[CH:7][CH:6]=[CH:5][C:4]=1[CH2:28][N:29]1[CH2:30][CH2:31][CH:32]([C:35]([OH:37])=[O:36])[CH2:33][CH2:34]1)[CH3:2]. The catalyst class is: 252.